From a dataset of Forward reaction prediction with 1.9M reactions from USPTO patents (1976-2016). Predict the product of the given reaction. (1) The product is: [O:22]1[CH:23]=[C:19]([C:16]2([NH:15][C:14]([C:11]3([NH2:10])[CH2:13][CH2:12]3)=[O:24])[CH2:18][CH2:17]2)[N:20]=[CH:21]1. Given the reactants C(OC(=O)[NH:10][C:11]1([C:14](=[O:24])[NH:15][C:16]2([C:19]3[N:20]=[CH:21][O:22][CH:23]=3)[CH2:18][CH2:17]2)[CH2:13][CH2:12]1)C1C=CC=CC=1, predict the reaction product. (2) The product is: [CH3:47][O:46][C:43]1[CH:42]=[CH:41][C:40]([CH2:39][N:8]([CH2:7][C:6]2[CH:48]=[CH:49][C:3]([O:2][CH3:1])=[CH:4][CH:5]=2)[C:9]2[N:10]=[CH:11][C:12]([C:15]3[C:16]4[CH2:29][CH2:28][N:27]([C:30]5[CH:38]=[CH:37][C:33]([C:34]([NH:50][CH2:51][C:52]6[CH:57]=[CH:56][N:55]=[CH:54][CH:53]=6)=[O:36])=[CH:32][CH:31]=5)[C:17]=4[N:18]=[C:19]([N:21]4[CH2:22][CH2:23][O:24][CH2:25][CH2:26]4)[N:20]=3)=[CH:13][N:14]=2)=[CH:45][CH:44]=1. Given the reactants [CH3:1][O:2][C:3]1[CH:49]=[CH:48][C:6]([CH2:7][N:8]([CH2:39][C:40]2[CH:45]=[CH:44][C:43]([O:46][CH3:47])=[CH:42][CH:41]=2)[C:9]2[N:14]=[CH:13][C:12]([C:15]3[C:16]4[CH2:29][CH2:28][N:27]([C:30]5[CH:38]=[CH:37][C:33]([C:34]([OH:36])=O)=[CH:32][CH:31]=5)[C:17]=4[N:18]=[C:19]([N:21]4[CH2:26][CH2:25][O:24][CH2:23][CH2:22]4)[N:20]=3)=[CH:11][N:10]=2)=[CH:5][CH:4]=1.[NH2:50][CH2:51][C:52]1[CH:57]=[CH:56][N:55]=[CH:54][CH:53]=1, predict the reaction product. (3) Given the reactants C[N:2](C)[CH:3]=[CH:4][C:5]([C:7]1[C:12](=[O:13])[CH:11]=[CH:10][N:9]([C:14]2[CH:19]=[CH:18][CH:17]=[C:16]([C:20]([F:23])([F:22])[F:21])[CH:15]=2)[N:8]=1)=O.Cl.[CH3:26][O:27][C:28]1[CH:33]=[CH:32][CH:31]=[CH:30][C:29]=1[NH:34]N.CCN(CC)CC, predict the reaction product. The product is: [CH3:26][O:27][C:28]1[CH:33]=[CH:32][CH:31]=[CH:30][C:29]=1[N:34]1[C:5]([C:7]2[C:12](=[O:13])[CH:11]=[CH:10][N:9]([C:14]3[CH:19]=[CH:18][CH:17]=[C:16]([C:20]([F:23])([F:22])[F:21])[CH:15]=3)[N:8]=2)=[CH:4][CH:3]=[N:2]1. (4) Given the reactants [CH:1](=O)[C:2]1[CH:7]=[CH:6][CH:5]=[N:4][CH:3]=1.[NH2:9][C:10]1[CH:15]=[C:14]([O:16][CH3:17])[CH:13]=[CH:12][C:11]=1[S:18]([NH:21][C:22]1[CH:23]=[CH:24][C:25]2[CH2:29][O:28][B:27]([OH:30])[C:26]=2[CH:31]=1)(=[O:20])=[O:19], predict the reaction product. The product is: [OH:30][B:27]1[C:26]2[CH:31]=[C:22]([NH:21][S:18]([C:11]3[CH:12]=[CH:13][C:14]([O:16][CH3:17])=[CH:15][C:10]=3[NH:9][CH2:1][C:2]3[CH:3]=[N:4][CH:5]=[CH:6][CH:7]=3)(=[O:20])=[O:19])[CH:23]=[CH:24][C:25]=2[CH2:29][O:28]1. (5) The product is: [CH2:1]([O:3][C:4]([C:6]1[O:7][C:8]2[CH:15]=[CH:14][CH:13]=[C:12]([C:24]#[N:25])[C:9]=2[C:10]=1[CH3:11])=[O:5])[CH3:2]. Given the reactants [CH2:1]([O:3][C:4]([C:6]1[O:7][C:8]2[CH:15]=[CH:14][CH:13]=[C:12](OS(C(F)(F)F)(=O)=O)[C:9]=2[C:10]=1[CH3:11])=[O:5])[CH3:2].[CH3:24][N:25](C=O)C, predict the reaction product. (6) Given the reactants Cl.[Cl:2][C:3]1[CH:4]=[C:5]2[C:11]([C:12]3[N:17]=[C:16]([NH:18][C@H:19]4[CH2:23][CH2:22][NH:21][CH2:20]4)[C:15]([F:24])=[CH:14][N:13]=3)=[CH:10][N:9](S(C3C=CC(C)=CC=3)(=O)=O)[C:6]2=[N:7][CH:8]=1.ClC1[CH:66]=[C:65]2[C:64]([C:67]3N=C(N[C@H]4CCNC4)C(F)=CN=3)=CN(S(C3[CH:66]=[CH:65][C:64]([CH3:67])=CC=3)(=O)=O)C2=NC=1.C1(C=O)CC1.C([BH3-])#N.[Na+].C([O-])(=O)C.[K+].C[O-].[Na+].CO, predict the reaction product. The product is: [Cl:2][C:3]1[CH:4]=[C:5]2[C:11]([C:12]3[N:17]=[C:16]([NH:18][C@H:19]4[CH2:23][CH2:22][N:21]([CH2:67][CH:64]5[CH2:65][CH2:66]5)[CH2:20]4)[C:15]([F:24])=[CH:14][N:13]=3)=[CH:10][NH:9][C:6]2=[N:7][CH:8]=1.